From a dataset of Reaction yield outcomes from USPTO patents with 853,638 reactions. Predict the reaction yield, written as a fraction of the theoretical maximum amount of product (1.0 means a 100% yield; for example, 0.34 means a 34% yield). (1) The reactants are [CH2:1]([O:8][C:9]1[CH:18]=[CH:17][C:16]2[C:11](=[CH:12][CH:13]=[C:14]([O:19][CH3:20])[CH:15]=2)[C:10]=1Br)[C:2]1[CH:7]=[CH:6][CH:5]=[CH:4][CH:3]=1.[N:22]1([CH2:29][CH2:30][O:31][C:32]2[CH:37]=[CH:36][C:35]([OH:38])=[CH:34][CH:33]=2)[CH2:28][CH2:27][CH2:26][CH2:25][CH2:24][CH2:23]1.C(=O)([O-])[O-].[K+].[K+]. The catalyst is [Cu].N1C=CC=CC=1. The product is [CH2:1]([O:8][C:9]1[CH:18]=[CH:17][C:16]2[C:11](=[CH:12][CH:13]=[C:14]([O:19][CH3:20])[CH:15]=2)[C:10]=1[O:38][C:35]1[CH:34]=[CH:33][C:32]([O:31][CH2:30][CH2:29][N:22]2[CH2:28][CH2:27][CH2:26][CH2:25][CH2:24][CH2:23]2)=[CH:37][CH:36]=1)[C:2]1[CH:7]=[CH:6][CH:5]=[CH:4][CH:3]=1. The yield is 0.430. (2) The reactants are C([O:3][C:4](=[O:20])[C:5]([N:7]1[CH2:12][CH2:11][CH:10]([CH2:13][C:14]2[CH:19]=[CH:18][CH:17]=[CH:16][CH:15]=2)[CH2:9][CH2:8]1)=[O:6])C.[OH-].[K+]. The catalyst is CO. The product is [CH2:13]([CH:10]1[CH2:9][CH2:8][N:7]([C:5](=[O:6])[C:4]([OH:20])=[O:3])[CH2:12][CH2:11]1)[C:14]1[CH:15]=[CH:16][CH:17]=[CH:18][CH:19]=1. The yield is 0.850. (3) The reactants are [C:1]([O:5][C:6]([N:8]1[CH2:20][C@@H:19]([CH3:21])[N:18]2[C@H:10]([CH2:11][C:12]3[C:17]2=[N:16][C:15]([CH2:22][O:23][CH2:24][CH2:25][O:26]C2CCCCO2)=[CH:14][CH:13]=3)[CH2:9]1)=[O:7])([CH3:4])([CH3:3])[CH3:2].C1(C)C=CC(S(O)(=O)=O)=CC=1. The catalyst is CO. The product is [C:1]([O:5][C:6]([N:8]1[CH2:20][C@@H:19]([CH3:21])[N:18]2[C@H:10]([CH2:11][C:12]3[C:17]2=[N:16][C:15]([CH2:22][O:23][CH2:24][CH2:25][OH:26])=[CH:14][CH:13]=3)[CH2:9]1)=[O:7])([CH3:4])([CH3:3])[CH3:2]. The yield is 0.716.